This data is from Full USPTO retrosynthesis dataset with 1.9M reactions from patents (1976-2016). The task is: Predict the reactants needed to synthesize the given product. The reactants are: [OH:1][CH:2]1[C:27]2[C:19](=[CH:20][C:21]3[O:25][CH2:24][O:23][C:22]=3[CH:26]=2)[C:4]2([C:12]3[C:7](=[CH:8][CH:9]=[CH:10][CH:11]=3)[N:6]([CH2:13][CH2:14][CH2:15][CH2:16][CH3:17])[C:5]2=O)[CH2:3]1.[H-].[Na+].I[CH3:31].O. Given the product [CH3:31][O:1][CH:2]1[C:27]2[C:19](=[CH:20][C:21]3[O:25][CH2:24][O:23][C:22]=3[CH:26]=2)[C:4]2([C:12]3[C:7](=[CH:8][CH:9]=[CH:10][CH:11]=3)[N:6]([CH2:13][CH2:14][CH2:15][CH2:16][CH3:17])[CH2:5]2)[CH2:3]1, predict the reactants needed to synthesize it.